From a dataset of Reaction yield outcomes from USPTO patents with 853,638 reactions. Predict the reaction yield, written as a fraction of the theoretical maximum amount of product (1.0 means a 100% yield; for example, 0.34 means a 34% yield). The reactants are [CH3:1][O:2][C:3]1[CH:8]=[C:7]([O:9][CH3:10])[N:6]=[C:5]([C:11]#[C:12][C:13]2[CH:18]=[CH:17][CH:16]=[CH:15][CH:14]=2)[N:4]=1.C(Cl)[Cl:20]. The yield is 0.470. The catalyst is C(OCC)C. The product is [ClH:20].[CH3:10][O:9][C:7]1[CH:8]=[C:3]([O:2][CH3:1])[N:4]=[C:5]([C:11]#[C:12][C:13]2[CH:18]=[CH:17][CH:16]=[CH:15][CH:14]=2)[N:6]=1.